Dataset: Forward reaction prediction with 1.9M reactions from USPTO patents (1976-2016). Task: Predict the product of the given reaction. (1) Given the reactants C([O:3][C:4](=O)[C:5]([F:28])([F:27])[CH2:6][N:7]([C:17]1[C:22]([N+:23]([O-])=O)=[CH:21][N:20]=[C:19]([Cl:26])[N:18]=1)[CH2:8][C:9]1[CH:14]=[CH:13][C:12]([O:15][CH3:16])=[CH:11][CH:10]=1)C, predict the reaction product. The product is: [Cl:26][C:19]1[N:20]=[CH:21][C:22]2[NH:23][C:4](=[O:3])[C:5]([F:28])([F:27])[CH2:6][N:7]([CH2:8][C:9]3[CH:14]=[CH:13][C:12]([O:15][CH3:16])=[CH:11][CH:10]=3)[C:17]=2[N:18]=1. (2) The product is: [CH2:19]([C:5]1([CH2:13][CH2:14][CH2:2][CH2:3][CH2:4][CH2:12][CH2:11][CH3:10])[C:4]2[CH:3]=[C:2]([Br:1])[CH:14]=[CH:13][C:12]=2[C:11]2[C:6]1=[CH:7][C:8]([Br:15])=[CH:9][CH:10]=2)[CH2:20][CH2:21][CH2:22][CH2:23][CH2:24][CH2:25][CH3:26]. Given the reactants [Br:1][C:2]1[CH:14]=[CH:13][C:12]2[C:11]3[C:6](=[CH:7][C:8]([Br:15])=[CH:9][CH:10]=3)[CH2:5][C:4]=2[CH:3]=1.[H-].[Na+].Br[CH2:19][CH2:20][CH2:21][CH2:22][CH2:23][CH2:24][CH2:25][CH3:26], predict the reaction product.